Dataset: NCI-60 drug combinations with 297,098 pairs across 59 cell lines. Task: Regression. Given two drug SMILES strings and cell line genomic features, predict the synergy score measuring deviation from expected non-interaction effect. (1) Drug 1: C1=NC2=C(N=C(N=C2N1C3C(C(C(O3)CO)O)O)F)N. Drug 2: C1CN(CCN1C(=O)CCBr)C(=O)CCBr. Cell line: HL-60(TB). Synergy scores: CSS=67.4, Synergy_ZIP=-0.632, Synergy_Bliss=-5.00, Synergy_Loewe=-13.8, Synergy_HSA=-12.2. (2) Drug 1: C1CC(=O)NC(=O)C1N2CC3=C(C2=O)C=CC=C3N. Drug 2: CC(C)CN1C=NC2=C1C3=CC=CC=C3N=C2N. Cell line: SNB-19. Synergy scores: CSS=-0.522, Synergy_ZIP=0.0893, Synergy_Bliss=-0.177, Synergy_Loewe=-1.08, Synergy_HSA=-2.27. (3) Drug 1: C1=CN(C(=O)N=C1N)C2C(C(C(O2)CO)O)O.Cl. Drug 2: C1C(C(OC1N2C=NC3=C2NC=NCC3O)CO)O. Cell line: SK-OV-3. Synergy scores: CSS=8.73, Synergy_ZIP=-4.72, Synergy_Bliss=1.30, Synergy_Loewe=-7.68, Synergy_HSA=0.677. (4) Drug 1: C1=CC(=CC=C1CCCC(=O)O)N(CCCl)CCCl. Drug 2: CS(=O)(=O)CCNCC1=CC=C(O1)C2=CC3=C(C=C2)N=CN=C3NC4=CC(=C(C=C4)OCC5=CC(=CC=C5)F)Cl. Cell line: COLO 205. Synergy scores: CSS=22.1, Synergy_ZIP=-10.9, Synergy_Bliss=-4.35, Synergy_Loewe=-7.98, Synergy_HSA=-7.24. (5) Drug 1: CCCCCOC(=O)NC1=NC(=O)N(C=C1F)C2C(C(C(O2)C)O)O. Drug 2: CC1C(C(CC(O1)OC2CC(CC3=C2C(=C4C(=C3O)C(=O)C5=C(C4=O)C(=CC=C5)OC)O)(C(=O)CO)O)N)O.Cl. Cell line: OVCAR-4. Synergy scores: CSS=16.7, Synergy_ZIP=1.08, Synergy_Bliss=-1.91, Synergy_Loewe=-15.4, Synergy_HSA=-1.48. (6) Drug 1: C1CN1C2=NC(=NC(=N2)N3CC3)N4CC4. Drug 2: CC1=C(N=C(N=C1N)C(CC(=O)N)NCC(C(=O)N)N)C(=O)NC(C(C2=CN=CN2)OC3C(C(C(C(O3)CO)O)O)OC4C(C(C(C(O4)CO)O)OC(=O)N)O)C(=O)NC(C)C(C(C)C(=O)NC(C(C)O)C(=O)NCCC5=NC(=CS5)C6=NC(=CS6)C(=O)NCCC[S+](C)C)O. Cell line: DU-145. Synergy scores: CSS=38.7, Synergy_ZIP=-5.18, Synergy_Bliss=1.26, Synergy_Loewe=-0.0146, Synergy_HSA=3.08. (7) Drug 1: C1CCC(CC1)NC(=O)N(CCCl)N=O. Drug 2: CN1C(=O)N2C=NC(=C2N=N1)C(=O)N. Cell line: CAKI-1. Synergy scores: CSS=27.6, Synergy_ZIP=-3.90, Synergy_Bliss=0.134, Synergy_Loewe=-7.34, Synergy_HSA=-0.961.